This data is from Full USPTO retrosynthesis dataset with 1.9M reactions from patents (1976-2016). The task is: Predict the reactants needed to synthesize the given product. The reactants are: C(=O)([O-])[O-].[K+].[K+].[N+:7]([C:10]1[CH:11]=[C:12]([CH:16]=[CH:17][C:18]=1[Cl:19])[C:13]([OH:15])=[O:14])([O-:9])=[O:8].[CH2:20](I)[CH3:21].Cl. Given the product [Cl:19][C:18]1[CH:17]=[CH:16][C:12]([C:13]([O:15][CH2:20][CH3:21])=[O:14])=[CH:11][C:10]=1[N+:7]([O-:9])=[O:8], predict the reactants needed to synthesize it.